This data is from Forward reaction prediction with 1.9M reactions from USPTO patents (1976-2016). The task is: Predict the product of the given reaction. Given the reactants Br[C:2]1[CH:3]=[C:4]2[O:11][C:10]([N:12]3[CH:18]4[CH2:19][CH2:20][N:15]([CH2:16][CH2:17]4)[CH2:14][CH2:13]3)=[N:9][C:5]2=[N:6][C:7]=1[CH3:8].[C:21]([Cu])#[N:22], predict the reaction product. The product is: [N:15]12[CH2:20][CH2:19][CH:18]([CH2:17][CH2:16]1)[N:12]([C:10]1[O:11][C:4]3[C:5]([N:9]=1)=[N:6][C:7]([CH3:8])=[C:2]([C:21]#[N:22])[CH:3]=3)[CH2:13][CH2:14]2.